This data is from Reaction yield outcomes from USPTO patents with 853,638 reactions. The task is: Predict the reaction yield, written as a fraction of the theoretical maximum amount of product (1.0 means a 100% yield; for example, 0.34 means a 34% yield). (1) The reactants are F.[C:2]([NH:10][C:11]1[CH:12]=[CH:13][C:14]([O:17][C:18]([N:20]2[CH2:25][CH2:24][CH:23]([O:26][Si](C(C)(C)C)(C)C)[CH2:22][CH2:21]2)=[O:19])=[N:15][CH:16]=1)(=[O:9])[C:3]1[CH:8]=[CH:7][CH:6]=[CH:5][CH:4]=1. The catalyst is C(#N)C. The product is [C:2]([NH:10][C:11]1[CH:12]=[CH:13][C:14]([O:17][C:18]([N:20]2[CH2:21][CH2:22][CH:23]([OH:26])[CH2:24][CH2:25]2)=[O:19])=[N:15][CH:16]=1)(=[O:9])[C:3]1[CH:4]=[CH:5][CH:6]=[CH:7][CH:8]=1. The yield is 0.680. (2) The reactants are [F:1][C:2]1[CH:7]=[CH:6][C:5]([C:8]2[N:9]=[C:10]([NH2:23])[S:11][C:12]=2[CH2:13][C:14]2[CH:19]=[CH:18][C:17]([N+:20]([O-:22])=[O:21])=[CH:16][CH:15]=2)=[CH:4][CH:3]=1.[F:24][C:25]1[CH:26]=[C:27]([CH:31]=[C:32]([F:34])[CH:33]=1)[C:28](Cl)=[O:29]. No catalyst specified. The product is [F:24][C:25]1[CH:26]=[C:27]([CH:31]=[C:32]([F:34])[CH:33]=1)[C:28]([NH:23][C:10]1[S:11][C:12]([CH2:13][C:14]2[CH:19]=[CH:18][C:17]([N+:20]([O-:22])=[O:21])=[CH:16][CH:15]=2)=[C:8]([C:5]2[CH:4]=[CH:3][C:2]([F:1])=[CH:7][CH:6]=2)[N:9]=1)=[O:29]. The yield is 0.580. (3) The product is [ClH:1].[CH2:2]([C:6]1[CH:7]=[C:8]2[N:13]([C:14]=1[C:15]([C:17]1[CH:18]=[CH:19][C:20]([CH:23]3[CH2:28][CH2:27][NH:26][CH2:25][CH2:24]3)=[CH:21][CH:22]=1)=[O:16])[CH:12]=[CH:11][C:10]([C:36]([N:37]([CH:38]([CH3:39])[CH3:40])[CH2:41][C:42]([O:44][CH3:45])=[O:43])=[O:46])=[CH:9]2)[CH2:3][CH2:4][CH3:5]. The reactants are [ClH:1].[CH2:2]([C:6]1[CH:7]=[C:8]2[N:13]([C:14]=1[C:15]([C:17]1[CH:22]=[CH:21][C:20]([CH:23]3[CH2:28][CH2:27][N:26](C(OC(C)(C)C)=O)[CH2:25][CH2:24]3)=[CH:19][CH:18]=1)=[O:16])[CH:12]=[CH:11][C:10]([C:36](=[O:46])[N:37]([CH2:41][C:42]([O:44][CH3:45])=[O:43])[CH:38]([CH3:40])[CH3:39])=[CH:9]2)[CH2:3][CH2:4][CH3:5]. The catalyst is O1CCOCC1.C(Cl)Cl. The yield is 0.790. (4) The reactants are [CH3:1][O:2][C:3](=[O:24])[CH:4]=[CH:5][C:6]1[CH:11]=[CH:10][C:9]([C:12]2[C:18]3[CH:19]=[CH:20][CH:21]=[CH:22][C:17]=3[CH2:16][CH2:15][CH2:14][C:13]=2Br)=[CH:8][CH:7]=1.[C:25]1(B(O)O)[CH:30]=[CH:29][CH:28]=[CH:27][CH:26]=1.C(=O)([O-])[O-].[Na+].[Na+]. The catalyst is COCCOC.C1C=CC([P]([Pd]([P](C2C=CC=CC=2)(C2C=CC=CC=2)C2C=CC=CC=2)([P](C2C=CC=CC=2)(C2C=CC=CC=2)C2C=CC=CC=2)[P](C2C=CC=CC=2)(C2C=CC=CC=2)C2C=CC=CC=2)(C2C=CC=CC=2)C2C=CC=CC=2)=CC=1. The product is [CH3:1][O:2][C:3](=[O:24])[CH:4]=[CH:5][C:6]1[CH:11]=[CH:10][C:9]([C:12]2[C:18]3[CH:19]=[CH:20][CH:21]=[CH:22][C:17]=3[CH2:16][CH2:15][CH2:14][C:13]=2[C:25]2[CH:30]=[CH:29][CH:28]=[CH:27][CH:26]=2)=[CH:8][CH:7]=1. The yield is 0.620. (5) The reactants are [CH2:1]([O:3][C:4]1([C:7]2[CH:12]=[CH:11][C:10]([C:13]#[C:14][C:15]3[CH:25]=[CH:24][C:18]([C:19]([O:21]CC)=[O:20])=[CH:17][CH:16]=3)=[CH:9][C:8]=2[C:26]([CH3:29])([CH3:28])[CH3:27])[CH2:6][CH2:5]1)[CH3:2].[OH-].[Na+]. The catalyst is C(O)C.O1CCCC1. The product is [CH2:1]([O:3][C:4]1([C:7]2[CH:12]=[CH:11][C:10]([C:13]#[C:14][C:15]3[CH:16]=[CH:17][C:18]([C:19]([OH:21])=[O:20])=[CH:24][CH:25]=3)=[CH:9][C:8]=2[C:26]([CH3:27])([CH3:29])[CH3:28])[CH2:6][CH2:5]1)[CH3:2]. The yield is 0.620. (6) The reactants are C([Si](C)(C)[O:6][CH2:7][CH2:8][N:9]1[CH2:31][CH2:30][N:12]2[C:13]3[CH:14]=[CH:15][C:16]([O:20][CH:21]4[CH2:26][CH2:25][N:24]([CH:27]([CH3:29])[CH3:28])[CH2:23][CH2:22]4)=[CH:17][C:18]=3[CH:19]=[C:11]2[C:10]1=[O:32])(C)(C)C.FC(F)(F)C(O)=O. The catalyst is ClCCl. The product is [OH:6][CH2:7][CH2:8][N:9]1[CH2:31][CH2:30][N:12]2[C:13]3[CH:14]=[CH:15][C:16]([O:20][CH:21]4[CH2:22][CH2:23][N:24]([CH:27]([CH3:29])[CH3:28])[CH2:25][CH2:26]4)=[CH:17][C:18]=3[CH:19]=[C:11]2[C:10]1=[O:32]. The yield is 0.880. (7) The reactants are [OH:1][C:2]1[CH:9]=[C:8]([O:10][CH3:11])[CH:7]=[CH:6][C:3]=1[CH:4]=[O:5].N1C=CC=CC=1.[O:18](S(C(F)(F)F)(=O)=O)[S:19]([C:22]([F:25])([F:24])[F:23])(=O)=[O:20].CCOC(C)=O. The catalyst is C(Cl)Cl. The product is [CH:4]([C:3]1[CH:6]=[CH:7][C:8]([O:10][CH3:11])=[CH:9][C:2]=1[O:1][S:19]([C:22]([F:25])([F:24])[F:23])(=[O:20])=[O:18])=[O:5]. The yield is 0.820.